From a dataset of NCI-60 drug combinations with 297,098 pairs across 59 cell lines. Regression. Given two drug SMILES strings and cell line genomic features, predict the synergy score measuring deviation from expected non-interaction effect. Drug 1: C1=C(C(=O)NC(=O)N1)N(CCCl)CCCl. Drug 2: CC(C)(C#N)C1=CC(=CC(=C1)CN2C=NC=N2)C(C)(C)C#N. Cell line: UACC62. Synergy scores: CSS=19.4, Synergy_ZIP=-9.50, Synergy_Bliss=-7.52, Synergy_Loewe=-7.19, Synergy_HSA=-7.10.